This data is from Catalyst prediction with 721,799 reactions and 888 catalyst types from USPTO. The task is: Predict which catalyst facilitates the given reaction. (1) Reactant: B(F)(F)F.[CH3:5][CH2:6][O:7]CC.[CH3:10][O:11][C:12]1[CH:21]=[C:20]2[C:15]([CH2:16][CH2:17][CH2:18][C:19]2=[O:22])=[CH:14][CH:13]=1. Product: [C:6]([CH:18]1[CH2:17][CH2:16][C:15]2[C:20](=[CH:21][C:12]([O:11][CH3:10])=[CH:13][CH:14]=2)[C:19]1=[O:22])(=[O:7])[CH3:5]. The catalyst class is: 152. (2) Reactant: CC1(C)[O:6][C@@H:5]([CH2:7][O:8][C:9]2[N:14]=[C:13]([CH3:15])[C:12]([C:16]3[C:17]([CH3:43])=[C:18]([CH:40]=[CH:41][CH:42]=3)[CH2:19][O:20][C:21]3[CH:22]=[CH:23][C:24]4[CH:25]([CH2:34][C:35]([O:37][CH2:38][CH3:39])=[O:36])[C:26]5[C:31]([C:32]=4[CH:33]=3)=[CH:30][CH:29]=[CH:28][CH:27]=5)=[C:11]([CH3:44])[N:10]=2)[CH2:4][O:3]1.Cl.C(=O)([O-])O.[Na+]. Product: [OH:6][C@H:5]([CH2:4][OH:3])[CH2:7][O:8][C:9]1[N:14]=[C:13]([CH3:15])[C:12]([C:16]2[C:17]([CH3:43])=[C:18]([CH:40]=[CH:41][CH:42]=2)[CH2:19][O:20][C:21]2[CH:22]=[CH:23][C:24]3[CH:25]([CH2:34][C:35]([O:37][CH2:38][CH3:39])=[O:36])[C:26]4[C:31]([C:32]=3[CH:33]=2)=[CH:30][CH:29]=[CH:28][CH:27]=4)=[C:11]([CH3:44])[N:10]=1. The catalyst class is: 1. (3) Reactant: Cl[C:2]1[CH:7]=[CH:6][N:5]=[C:4]([C:8]([O:10][CH3:11])=[O:9])[CH:3]=1.Cl.[O:13]1[CH2:18][CH2:17][CH:16]([NH2:19])[CH2:15][CH2:14]1.C([O-])([O-])=O.[Cs+].[Cs+].CC(C1C=C(C(C)C)C(C2C=CC=CC=2P(C2CCCCC2)C2CCCCC2)=C(C(C)C)C=1)C. Product: [O:13]1[CH2:18][CH2:17][CH:16]([NH:19][C:2]2[CH:7]=[CH:6][N:5]=[C:4]([C:8]([O:10][CH3:11])=[O:9])[CH:3]=2)[CH2:15][CH2:14]1. The catalyst class is: 101. (4) Reactant: [CH3:1][NH:2][C@@H:3]1[C:8]2[CH:9]=[CH:10][CH:11]=[CH:12][C:7]=2[C@H:6]([C:13]2[CH:14]=[CH:15][C:16]([Cl:20])=[C:17]([Cl:19])[CH:18]=2)[CH2:5][CH2:4]1.[ClH:21]. Product: [CH3:1][NH:2][C@@H:3]1[C:8]2[CH:9]=[CH:10][CH:11]=[CH:12][C:7]=2[C@H:6]([C:13]2[CH:14]=[CH:15][C:16]([Cl:20])=[C:17]([Cl:19])[CH:18]=2)[CH2:5][CH2:4]1.[ClH:21]. The catalyst class is: 8. (5) Product: [C:9]([C:3]1[CH:4]=[C:5]([Cl:8])[CH:6]=[CH:7][C:2]=1[NH:1][S:13]([C:16]([F:19])([F:18])[F:17])(=[O:14])=[O:12])(=[O:11])[CH3:10]. The catalyst class is: 2. Reactant: [NH2:1][C:2]1[CH:7]=[CH:6][C:5]([Cl:8])=[CH:4][C:3]=1[C:9](=[O:11])[CH3:10].[O:12](S(C(F)(F)F)(=O)=O)[S:13]([C:16]([F:19])([F:18])[F:17])(=O)=[O:14]. (6) Reactant: [CH:1]1([C:4]2[C:12]([N+:13]([O-:15])=[O:14])=[CH:11][C:10]3[C:6](=[CH:7][N:8]([C:16]4[CH:21]=[CH:20][C:19]([CH3:22])=[CH:18][N:17]=4)[N:9]=3)[CH:5]=2)[CH2:3][CH2:2]1.[Br:23]N1C(=O)CCC1=O. Product: [Br:23][C:7]1[N:8]([C:16]2[CH:21]=[CH:20][C:19]([CH3:22])=[CH:18][N:17]=2)[N:9]=[C:10]2[C:6]=1[CH:5]=[C:4]([CH:1]1[CH2:3][CH2:2]1)[C:12]([N+:13]([O-:15])=[O:14])=[CH:11]2. The catalyst class is: 3. (7) Product: [CH:1]([C:4]1[CH-:5][C:6]2[C:11]([CH:12]=1)=[C:10]([C:13]1[CH:18]=[CH:17][CH:16]=[CH:15][CH:14]=1)[CH:9]=[CH:8][CH:7]=2)([CH3:3])[CH3:2].[Li+:23]. The catalyst class is: 11. Reactant: [CH:1]([C:4]1[CH2:5][C:6]2[C:11]([CH:12]=1)=[C:10]([C:13]1[CH:18]=[CH:17][CH:16]=[CH:15][CH:14]=1)[CH:9]=[CH:8][CH:7]=2)([CH3:3])[CH3:2].C([Li:23])CCC.